This data is from Forward reaction prediction with 1.9M reactions from USPTO patents (1976-2016). The task is: Predict the product of the given reaction. (1) Given the reactants [F:1][CH2:2][CH2:3][O:4][C:5]1[CH:10]=[CH:9][C:8]([C:11]2[O:12][C:13]3[C:18]([C:19](=[O:25])[C:20]=2[O:21]COC)=[CH:17][CH:16]=[C:15]([O:26]COC)[CH:14]=3)=[CH:7][C:6]=1[O:30]COC.Cl, predict the reaction product. The product is: [F:1][CH2:2][CH2:3][O:4][C:5]1[CH:10]=[CH:9][C:8]([C:11]2[O:12][C:13]3[C:18]([C:19](=[O:25])[C:20]=2[OH:21])=[CH:17][CH:16]=[C:15]([OH:26])[CH:14]=3)=[CH:7][C:6]=1[OH:30]. (2) Given the reactants [F:1][C:2]([F:44])([F:43])[C:3]1[N:7]([C:8]2[CH:13]=[CH:12][CH:11]=[C:10]([C:14]3[CH:19]=[CH:18][CH:17]=[CH:16][C:15]=3[O:20][CH2:21][C:22]3[CH:27]=[CH:26][C:25]([C:28]4[CH:33]=[CH:32][C:31]([C:34]([F:37])([F:36])[F:35])=[CH:30][CH:29]=4)=[CH:24][CH:23]=3)[N:9]=2)[N:6]=[CH:5][C:4]=1[C:38]([O:40]CC)=[O:39].[OH-:45].[Li+].Cl.[O:48]1CCOCC1, predict the reaction product. The product is: [C:3]([OH:48])([C:2]([F:44])([F:43])[F:1])=[O:45].[F:44][C:2]([F:1])([F:43])[C:3]1[N:7]([C:8]2[CH:13]=[CH:12][CH:11]=[C:10]([C:14]3[CH:19]=[CH:18][CH:17]=[CH:16][C:15]=3[O:20][CH2:21][C:22]3[CH:23]=[CH:24][C:25]([C:28]4[CH:33]=[CH:32][C:31]([C:34]([F:37])([F:35])[F:36])=[CH:30][CH:29]=4)=[CH:26][CH:27]=3)[N:9]=2)[N:6]=[CH:5][C:4]=1[C:38]([OH:40])=[O:39]. (3) Given the reactants [CH2:1]([C@@H:8]1[CH2:12][O:11][C:10](=[O:13])[N:9]1[C:14](=[O:42])[C@H:15]([CH2:19][S:20]([N:23]1[CH2:28][CH2:27][N:26]([C:29]2[N:34]=[CH:33][C:32]([C:35]3[CH:40]=[CH:39][C:38](F)=[CH:37][CH:36]=3)=[CH:31][N:30]=2)[CH2:25][CH2:24]1)(=[O:22])=[O:21])[CH:16]([CH3:18])[CH3:17])[C:2]1[CH:7]=[CH:6][CH:5]=[CH:4][CH:3]=1.[Cl:43]C1C=CC(C2C=NC(C3CCNCC3)=NC=2)=CC=1.C([C@@H]1COC(=O)N1C(=O)[C@H](CS(Cl)(=O)=O)C(C)C)C1C=CC=CC=1, predict the reaction product. The product is: [CH2:1]([C@@H:8]1[CH2:12][O:11][C:10](=[O:13])[N:9]1[C:14](=[O:42])[C@H:15]([CH2:19][S:20]([N:23]1[CH2:28][CH2:27][N:26]([C:29]2[N:34]=[CH:33][C:32]([C:35]3[CH:40]=[CH:39][C:38]([Cl:43])=[CH:37][CH:36]=3)=[CH:31][N:30]=2)[CH2:25][CH2:24]1)(=[O:22])=[O:21])[CH:16]([CH3:18])[CH3:17])[C:2]1[CH:7]=[CH:6][CH:5]=[CH:4][CH:3]=1. (4) Given the reactants [NH2:1][C:2]([NH2:4])=[S:3].[C:5]([O:12][CH3:13])(=[O:11])[CH2:6][CH2:7][C:8]([CH3:10])=O.II.[CH3:16]O, predict the reaction product. The product is: [NH2:1][C:2]1[S:3][CH:10]=[C:8]([CH2:7][CH2:6][C:5]([O:12][CH2:13][CH3:16])=[O:11])[N:4]=1. (5) Given the reactants Br[C:2]([CH3:7])([CH3:6])[C:3](Cl)=[O:4].[NH2:8][C:9]1[C:10]([OH:26])=[C:11]([C:23](=[O:25])[CH3:24])[CH:12]=[CH:13][C:14]=1[O:15][CH2:16][C:17]1[CH:22]=[CH:21][CH:20]=[CH:19][CH:18]=1.C(=O)([O-])[O-].[K+].[K+], predict the reaction product. The product is: [C:23]([C:11]1[C:10]2[O:26][C:2]([CH3:7])([CH3:6])[C:3](=[O:4])[NH:8][C:9]=2[C:14]([O:15][CH2:16][C:17]2[CH:22]=[CH:21][CH:20]=[CH:19][CH:18]=2)=[CH:13][CH:12]=1)(=[O:25])[CH3:24]. (6) Given the reactants [F:1][C:2]1([C:6]2[C:7]([O:15][CH2:16][C:17]([F:20])([F:19])[F:18])=[CH:8][C:9]([C:12]([OH:14])=O)=[N:10][CH:11]=2)[CH2:5][CH2:4][CH2:3]1.[CH:21]1([C:24]([NH2:32])([C:26]2[N:30]=[C:29]([CH3:31])[O:28][N:27]=2)[CH3:25])[CH2:23][CH2:22]1, predict the reaction product. The product is: [CH:21]1([C:24]([NH:32][C:12](=[O:14])[C:9]2[CH:8]=[C:7]([O:15][CH2:16][C:17]([F:20])([F:19])[F:18])[C:6]([C:2]3([F:1])[CH2:3][CH2:4][CH2:5]3)=[CH:11][N:10]=2)([C:26]2[N:30]=[C:29]([CH3:31])[O:28][N:27]=2)[CH3:25])[CH2:23][CH2:22]1.